Dataset: Full USPTO retrosynthesis dataset with 1.9M reactions from patents (1976-2016). Task: Predict the reactants needed to synthesize the given product. Given the product [O:36]=[C:32]1[CH:31]=[C:30]([C:27]2[N:28]=[N:29][C:24]([C:23]([F:38])([F:37])[F:22])=[CH:25][CH:26]=2)[CH:35]=[CH:34][N:33]1[C:2]1[CH:7]=[CH:6][C:5]2[C:8]3[CH2:9][N:10]([C:15]([O:17][C:18]([CH3:21])([CH3:20])[CH3:19])=[O:16])[CH2:11][CH2:12][C:13]=3[O:14][C:4]=2[CH:3]=1, predict the reactants needed to synthesize it. The reactants are: Br[C:2]1[CH:7]=[CH:6][C:5]2[C:8]3[CH2:9][N:10]([C:15]([O:17][C:18]([CH3:21])([CH3:20])[CH3:19])=[O:16])[CH2:11][CH2:12][C:13]=3[O:14][C:4]=2[CH:3]=1.[F:22][C:23]([F:38])([F:37])[C:24]1[N:29]=[N:28][C:27]([C:30]2[CH:35]=[CH:34][NH:33][C:32](=[O:36])[CH:31]=2)=[CH:26][CH:25]=1.